From a dataset of Reaction yield outcomes from USPTO patents with 853,638 reactions. Predict the reaction yield, written as a fraction of the theoretical maximum amount of product (1.0 means a 100% yield; for example, 0.34 means a 34% yield). (1) The reactants are C(OC(=O)COC1C=CC(Cl)=CC=1C#CC1C=C(S(CCC)(=O)=O)C=CC=1F)(C)(C)C.[C:32]([O:36][C:37](=[O:49])[CH2:38][O:39][C:40]1[CH:45]=[CH:44][C:43]([Cl:46])=[CH:42][C:41]=1[C:47]#[CH:48])([CH3:35])([CH3:34])[CH3:33].Br[C:51]1[CH:64]=[CH:63][C:54]2[C:55](=[O:62])[C:56]([CH3:61])([CH3:60])[S:57](=[O:59])(=[O:58])[C:53]=2[CH:52]=1. No catalyst specified. The product is [C:32]([O:36][C:37](=[O:49])[CH2:38][O:39][C:40]1[CH:45]=[CH:44][C:43]([Cl:46])=[CH:42][C:41]=1[C:47]#[C:48][C:51]1[CH:64]=[CH:63][C:54]2[C:55](=[O:62])[C:56]([CH3:61])([CH3:60])[S:57](=[O:58])(=[O:59])[C:53]=2[CH:52]=1)([CH3:35])([CH3:34])[CH3:33]. The yield is 0.910. (2) The reactants are [NH2:1][C:2]1[CH:11]=[C:10]2[C:5]([CH2:6][CH2:7][CH:8]([N:12]([CH2:24][CH2:25][CH2:26][N:27]3[CH2:32][CH2:31][N:30]([CH3:33])[CH2:29][CH2:28]3)[C:13]([NH:15][C:16]3[CH:21]=[CH:20][C:19]([F:22])=[C:18]([Cl:23])[CH:17]=3)=[O:14])[CH2:9]2)=[CH:4][CH:3]=1.[CH3:34][C:35](OC(C)=O)=[O:36].CCN(C(C)C)C(C)C. The catalyst is C(Cl)Cl. The product is [Cl:23][C:18]1[CH:17]=[C:16]([NH:15][C:13](=[O:14])[N:12]([CH:8]2[CH2:9][C:10]3[CH:11]=[C:2]([NH:1][C:35](=[O:36])[CH3:34])[CH:3]=[CH:4][C:5]=3[CH2:6][CH2:7]2)[CH2:24][CH2:25][CH2:26][N:27]2[CH2:28][CH2:29][N:30]([CH3:33])[CH2:31][CH2:32]2)[CH:21]=[CH:20][C:19]=1[F:22]. The yield is 0.830. (3) The reactants are [CH2:1]([N:8]([C:10]1([C:13]2[CH:18]=[CH:17][C:16]([C:19]#[CH:20])=[CH:15][CH:14]=2)[CH2:12][CH2:11]1)[CH3:9])[C:2]1[CH:7]=[CH:6][CH:5]=[CH:4][CH:3]=1.[CH2:21]([O:23][C:24](=[O:32])[C:25]1[CH:30]=[CH:29][C:28](I)=[CH:27][CH:26]=1)[CH3:22]. The catalyst is C(N(CC)CC)C.[Cu]I.Cl[Pd](Cl)([P](C1C=CC=CC=1)(C1C=CC=CC=1)C1C=CC=CC=1)[P](C1C=CC=CC=1)(C1C=CC=CC=1)C1C=CC=CC=1. The product is [CH2:1]([N:8]([CH3:9])[C:10]1([C:13]2[CH:14]=[CH:15][C:16]([C:19]#[C:20][C:28]3[CH:29]=[CH:30][C:25]([C:24]([O:23][CH2:21][CH3:22])=[O:32])=[CH:26][CH:27]=3)=[CH:17][CH:18]=2)[CH2:12][CH2:11]1)[C:2]1[CH:3]=[CH:4][CH:5]=[CH:6][CH:7]=1. The yield is 0.750. (4) The reactants are [CH2:1]([O:3][C:4]([C:6]1[CH:11]=[CH:10][CH:9]=[CH:8][C:7]=1[CH2:12][C:13]([OH:15])=O)=[O:5])[CH3:2].N1C=CC=CC=1.C(Cl)(=O)C([Cl:25])=O. The catalyst is C(Cl)Cl. The product is [Cl:25][C:13](=[O:15])[CH2:12][C:7]1[CH:8]=[CH:9][CH:10]=[CH:11][C:6]=1[C:4]([O:3][CH2:1][CH3:2])=[O:5]. The yield is 1.02. (5) The reactants are [Br:1][C:2]1[C:3]([C:11]2[CH:12]=[N:13][CH:14]=[CH:15][CH:16]=2)=[N:4][O:5][C:6]=1[Si](C)(C)C.[NH4+].[OH-]. The catalyst is CCO. The product is [Br:1][C:2]1[C:3]([C:11]2[CH:12]=[N:13][CH:14]=[CH:15][CH:16]=2)=[N:4][O:5][CH:6]=1. The yield is 0.820. (6) The reactants are F[C:2]1[CH:7]=[CH:6][CH:5]=[CH:4][C:3]=1[N+:8]([O-:10])=[O:9].C(N(CC)C(C)C)(C)C.Cl.[N:21]1([CH:26]2[CH2:31][CH2:30][NH:29][CH2:28][CH2:27]2)[CH:25]=[CH:24][N:23]=[CH:22]1. The catalyst is C(#N)C. The product is [N:21]1([CH:26]2[CH2:31][CH2:30][N:29]([C:2]3[CH:7]=[CH:6][CH:5]=[CH:4][C:3]=3[N+:8]([O-:10])=[O:9])[CH2:28][CH2:27]2)[CH:25]=[CH:24][N:23]=[CH:22]1. The yield is 0.810.